This data is from NCI-60 drug combinations with 297,098 pairs across 59 cell lines. The task is: Regression. Given two drug SMILES strings and cell line genomic features, predict the synergy score measuring deviation from expected non-interaction effect. (1) Drug 1: CCCCC(=O)OCC(=O)C1(CC(C2=C(C1)C(=C3C(=C2O)C(=O)C4=C(C3=O)C=CC=C4OC)O)OC5CC(C(C(O5)C)O)NC(=O)C(F)(F)F)O. Drug 2: N.N.Cl[Pt+2]Cl. Cell line: ACHN. Synergy scores: CSS=68.2, Synergy_ZIP=-2.67, Synergy_Bliss=-1.35, Synergy_Loewe=-7.39, Synergy_HSA=0.970. (2) Drug 1: CCN(CC)CCNC(=O)C1=C(NC(=C1C)C=C2C3=C(C=CC(=C3)F)NC2=O)C. Drug 2: COC1=C2C(=CC3=C1OC=C3)C=CC(=O)O2. Cell line: NCI-H322M. Synergy scores: CSS=6.78, Synergy_ZIP=2.81, Synergy_Bliss=-1.87, Synergy_Loewe=0.831, Synergy_HSA=-0.838. (3) Drug 1: C1=NC2=C(N1)C(=S)N=C(N2)N. Drug 2: C(CCl)NC(=O)N(CCCl)N=O. Cell line: HOP-92. Synergy scores: CSS=18.6, Synergy_ZIP=-10.2, Synergy_Bliss=-5.36, Synergy_Loewe=-11.0, Synergy_HSA=-4.16. (4) Drug 1: CS(=O)(=O)C1=CC(=C(C=C1)C(=O)NC2=CC(=C(C=C2)Cl)C3=CC=CC=N3)Cl. Synergy scores: CSS=25.8, Synergy_ZIP=-1.05, Synergy_Bliss=4.16, Synergy_Loewe=0.300, Synergy_HSA=6.09. Cell line: LOX IMVI. Drug 2: CC(C1=C(C=CC(=C1Cl)F)Cl)OC2=C(N=CC(=C2)C3=CN(N=C3)C4CCNCC4)N. (5) Drug 1: C1=CC(=CC=C1CCCC(=O)O)N(CCCl)CCCl. Drug 2: C1=CC=C(C=C1)NC(=O)CCCCCCC(=O)NO. Cell line: SR. Synergy scores: CSS=78.6, Synergy_ZIP=0.956, Synergy_Bliss=1.42, Synergy_Loewe=-0.216, Synergy_HSA=3.70. (6) Drug 1: CC1C(C(CC(O1)OC2CC(CC3=C2C(=C4C(=C3O)C(=O)C5=C(C4=O)C(=CC=C5)OC)O)(C(=O)C)O)N)O.Cl. Drug 2: C1=NC2=C(N1)C(=S)N=C(N2)N. Cell line: SK-OV-3. Synergy scores: CSS=38.0, Synergy_ZIP=-9.33, Synergy_Bliss=-4.91, Synergy_Loewe=-4.55, Synergy_HSA=-2.47. (7) Drug 1: CS(=O)(=O)OCCCCOS(=O)(=O)C. Drug 2: B(C(CC(C)C)NC(=O)C(CC1=CC=CC=C1)NC(=O)C2=NC=CN=C2)(O)O. Cell line: 786-0. Synergy scores: CSS=62.4, Synergy_ZIP=3.70, Synergy_Bliss=5.16, Synergy_Loewe=-39.3, Synergy_HSA=-1.16.